Dataset: Reaction yield outcomes from USPTO patents with 853,638 reactions. Task: Predict the reaction yield, written as a fraction of the theoretical maximum amount of product (1.0 means a 100% yield; for example, 0.34 means a 34% yield). The reactants are [Cl:1][C:2]1[C:7]([CH:8]([OH:10])[CH3:9])=[CH:6][CH:5]=[CH:4][N:3]=1.C(O)(C)C.C([O-])(O)=O.[Na+]. The catalyst is CC(C)=O.[O-2].[Cr+6].[O-2].[O-2]. The product is [Cl:1][C:2]1[C:7]([C:8](=[O:10])[CH3:9])=[CH:6][CH:5]=[CH:4][N:3]=1. The yield is 0.770.